This data is from Reaction yield outcomes from USPTO patents with 853,638 reactions. The task is: Predict the reaction yield, written as a fraction of the theoretical maximum amount of product (1.0 means a 100% yield; for example, 0.34 means a 34% yield). (1) The reactants are [C:1]([C:5]1[CH:10]=[CH:9][C:8]([C:11]2[N:15]([CH3:16])[N:14]=[C:13]([C:17](=[N:19][NH:20][C:21]([C:23]3[CH:32]=[CH:31][C:26]([C:27]([O:29]C)=[O:28])=[C:25]([Cl:33])[CH:24]=3)=[O:22])[CH3:18])[C:12]=2[OH:34])=[CH:7][CH:6]=1)([CH3:4])([CH3:3])[CH3:2].CO.[OH-].[Na+].Cl. The catalyst is C1COCC1.O. The product is [C:1]([C:5]1[CH:10]=[CH:9][C:8]([C:11]2[N:15]([CH3:16])[N:14]=[C:13]([C:17](=[N:19][NH:20][C:21]([C:23]3[CH:32]=[CH:31][C:26]([C:27]([OH:29])=[O:28])=[C:25]([Cl:33])[CH:24]=3)=[O:22])[CH3:18])[C:12]=2[OH:34])=[CH:7][CH:6]=1)([CH3:2])([CH3:3])[CH3:4]. The yield is 0.750. (2) The reactants are [CH3:1][C@:2]1([NH:20][C:21](=[O:27])[O:22][C:23]([CH3:26])([CH3:25])[CH3:24])[CH2:6][CH2:5][N:4]([C@@H:7]([C:12]2[CH:13]=[N:14][C:15]([NH:18][NH2:19])=[CH:16][CH:17]=2)[C:8]([F:11])([F:10])[F:9])[CH2:3]1.[CH3:28][O:29][CH2:30][CH2:31][O:32][C:33]1[CH:42]=[C:41]2[C:36]([CH:37]=[CH:38][C:39]([CH:43]=O)=[N:40]2)=[CH:35][CH:34]=1.C(O)(=O)C.C(O)(=O)C.I(C1C=CC=CC=1)=O. The catalyst is CCO. The product is [CH3:1][C@:2]1([NH:20][C:21](=[O:27])[O:22][C:23]([CH3:26])([CH3:25])[CH3:24])[CH2:6][CH2:5][N:4]([C@@H:7]([C:12]2[CH:17]=[CH:16][C:15]3[N:14]([C:43]([C:39]4[CH:38]=[CH:37][C:36]5[C:41](=[CH:42][C:33]([O:32][CH2:31][CH2:30][O:29][CH3:28])=[CH:34][CH:35]=5)[N:40]=4)=[N:19][N:18]=3)[CH:13]=2)[C:8]([F:9])([F:10])[F:11])[CH2:3]1. The yield is 0.920. (3) The reactants are [Br:1][C:2]1[CH:3]=[C:4]2[C:9](=[CH:10][C:11]=1[O:12][CH3:13])[N:8]=[C:7](O)[N:6]=[CH:5]2.P(Cl)(Cl)([Cl:17])=O. No catalyst specified. The product is [Br:1][C:2]1[CH:3]=[C:4]2[C:9](=[CH:10][C:11]=1[O:12][CH3:13])[N:8]=[C:7]([Cl:17])[N:6]=[CH:5]2. The yield is 0.750. (4) The reactants are [C-:1]#[N:2].[K+].[Br:4][C:5]1[CH:10]=[CH:9][C:8]([CH2:11]Br)=[C:7]([CH3:13])[CH:6]=1.O. The catalyst is C(O)C.O. The product is [Br:4][C:5]1[CH:10]=[CH:9][C:8]([CH2:11][C:1]#[N:2])=[C:7]([CH3:13])[CH:6]=1. The yield is 0.630. (5) The reactants are Br[C:2]1[CH:11]=[CH:10][C:5]([C:6]([O:8][CH3:9])=[O:7])=[CH:4][C:3]=1[N+:12]([O-:14])=[O:13].[C:15]1([CH3:24])[CH:20]=[CH:19][CH:18]=[CH:17][C:16]=1B(O)O.C(=O)([O-])[O-].[K+].[K+]. The catalyst is C1(C)C=CC=CC=1.O.C1C=CC([P]([Pd]([P](C2C=CC=CC=2)(C2C=CC=CC=2)C2C=CC=CC=2)([P](C2C=CC=CC=2)(C2C=CC=CC=2)C2C=CC=CC=2)[P](C2C=CC=CC=2)(C2C=CC=CC=2)C2C=CC=CC=2)(C2C=CC=CC=2)C2C=CC=CC=2)=CC=1. The product is [CH3:24][C:15]1[CH:20]=[CH:19][CH:18]=[CH:17][C:16]=1[C:2]1[CH:11]=[CH:10][C:5]([C:6]([O:8][CH3:9])=[O:7])=[CH:4][C:3]=1[N+:12]([O-:14])=[O:13]. The yield is 0.790.